Dataset: Catalyst prediction with 721,799 reactions and 888 catalyst types from USPTO. Task: Predict which catalyst facilitates the given reaction. (1) Reactant: C(OC([NH:8][CH2:9][C:10]([O:12][CH2:13][CH2:14][O:15][C:16]1[CH:17]=[N:18][C:19]([N:22]2[CH:26]=[CH:25][C:24]([C@H:27]([C:29]3[CH:38]=[CH:37][C:32]4[NH:33][C:34](=[O:36])[S:35][C:31]=4[CH:30]=3)[CH3:28])=[N:23]2)=[CH:20][CH:21]=1)=[O:11])=O)(C)(C)C.[ClH:39]. Product: [ClH:39].[NH2:8][CH2:9][C:10]([O:12][CH2:13][CH2:14][O:15][C:16]1[CH:17]=[N:18][C:19]([N:22]2[CH:26]=[CH:25][C:24]([C@H:27]([C:29]3[CH:38]=[CH:37][C:32]4[NH:33][C:34](=[O:36])[S:35][C:31]=4[CH:30]=3)[CH3:28])=[N:23]2)=[CH:20][CH:21]=1)=[O:11]. The catalyst class is: 13. (2) Reactant: [Br:1][CH2:2][CH2:3][CH2:4][CH2:5]Br.[H-].[Na+].[CH:9]1[C:21]2[NH:20][C:19]3[C:14](=[CH:15][CH:16]=[CH:17][CH:18]=3)[C:13]=2[CH:12]=[CH:11][CH:10]=1. Product: [Br:1][CH2:2][CH2:3][CH2:4][CH2:5][N:20]1[C:21]2[CH:9]=[CH:10][CH:11]=[CH:12][C:13]=2[C:14]2[C:19]1=[CH:18][CH:17]=[CH:16][CH:15]=2. The catalyst class is: 3. (3) Reactant: F[C:2]1[CH:7]=[CH:6][C:5]([C:8]([F:11])([F:10])[F:9])=[CH:4][C:3]=1[N+:12]([O-:14])=[O:13].C([O-])([O-])=O.[K+].[K+].[NH2:21][CH:22]([CH2:25][CH3:26])[CH2:23][OH:24]. Product: [N+:12]([C:3]1[CH:4]=[C:5]([C:8]([F:11])([F:10])[F:9])[CH:6]=[CH:7][C:2]=1[NH:21][CH:22]([CH2:25][CH3:26])[CH2:23][OH:24])([O-:14])=[O:13]. The catalyst class is: 3. (4) Reactant: [NH:1]1[CH2:6][CH2:5][CH2:4][CH2:3][C:2]1=[N:7][C:8]#[N:9].[K].Br[CH2:12][C:13]([C:15]1[CH:20]=[CH:19][C:18]([CH3:21])=[CH:17][CH:16]=1)=[O:14]. The catalyst class is: 10. Product: [O:14]=[C:13]([C:15]1[CH:20]=[CH:19][C:18]([CH3:21])=[CH:17][CH:16]=1)[CH2:12][N:1]1[CH2:6][CH2:5][CH2:4][CH2:3][C:2]1=[N:7][C:8]#[N:9].